From a dataset of Peptide-MHC class I binding affinity with 185,985 pairs from IEDB/IMGT. Regression. Given a peptide amino acid sequence and an MHC pseudo amino acid sequence, predict their binding affinity value. This is MHC class I binding data. (1) The peptide sequence is AKYEICLEK. The MHC is HLA-B08:02 with pseudo-sequence HLA-B08:02. The binding affinity (normalized) is 0.0847. (2) The binding affinity (normalized) is 0. The MHC is HLA-B08:01 with pseudo-sequence HLA-B08:01. The peptide sequence is FTISRDNSK. (3) The peptide sequence is VPAERRGVF. The MHC is HLA-A11:01 with pseudo-sequence HLA-A11:01. The binding affinity (normalized) is 0.0847. (4) The peptide sequence is LRIVIYIVQM. The MHC is HLA-B27:05 with pseudo-sequence HLA-B27:05. The binding affinity (normalized) is 0.228. (5) The binding affinity (normalized) is 0.0826. The MHC is Mamu-B08 with pseudo-sequence Mamu-B08. The peptide sequence is IREQANSVETI.